From a dataset of Catalyst prediction with 721,799 reactions and 888 catalyst types from USPTO. Predict which catalyst facilitates the given reaction. (1) Reactant: C([Li])CCC.[CH3:6][O:7][CH:8]([O:23][CH3:24])[C:9]1[CH:14]=[CH:13][CH:12]=[C:11]([C:15]([F:18])([F:17])[F:16])[C:10]=1[O:19][CH2:20][O:21][CH3:22].CN(C)CCN(C)C.CN(C)[CH:35]=[O:36].Cl. Product: [CH3:6][O:7][CH:8]([O:23][CH3:24])[C:9]1[C:10]([O:19][CH2:20][O:21][CH3:22])=[C:11]([C:15]([F:17])([F:18])[F:16])[CH:12]=[CH:13][C:14]=1[CH:35]=[O:36]. The catalyst class is: 27. (2) Reactant: [CH3:1][C:2]1[C:9]([CH3:10])=[CH:8][CH:7]=[CH:6][C:3]=1[CH:4]=[O:5].[CH2:11]([Li])[CH3:12]. Product: [CH3:1][C:2]1[C:9]([CH3:10])=[CH:8][CH:7]=[CH:6][C:3]=1[CH:4]([OH:5])[CH2:11][CH3:12]. The catalyst class is: 7. (3) Reactant: [C:1]([O-])(=[O:3])C.[NH4+].[NH2:6][C:7]1[CH:11]=[CH:10][S:9][C:8]=1[C:12]([O:14][CH3:15])=[O:13]. Product: [CH:1]([NH:6][C:7]1[CH:11]=[CH:10][S:9][C:8]=1[C:12]([O:14][CH3:15])=[O:13])=[O:3]. The catalyst class is: 106. (4) Reactant: [Si]([O:8][CH2:9][Sn](CCCC)(CCCC)CCCC)(C(C)(C)C)(C)C.[CH3:23][N:24]1[CH2:28][CH2:27][CH2:26][C:25]1=O.ClC1N=C(C)C(OC[C:40]2([C:50]([NH:52][C:53]3[CH:58]=[CH:57][C:56]([F:59])=[CH:55][N:54]=3)=[O:51])[CH2:42][CH:41]2[C:43]2[CH:48]=[CH:47][CH:46]=[C:45]([F:49])[CH:44]=2)=CN=1.[F-].C([N+:65](CCCC)(CCCC)CCCC)CCC.C1[CH2:82][O:81]CC1. Product: [F:49][C:45]1[CH:44]=[C:43]([C:41]2([CH2:82][O:81][C:27]3[C:26]([CH3:25])=[N:65][C:23]([CH2:9][OH:8])=[N:24][CH:28]=3)[CH2:42][CH:40]2[C:50]([NH:52][C:53]2[CH:58]=[CH:57][C:56]([F:59])=[CH:55][N:54]=2)=[O:51])[CH:48]=[CH:47][CH:46]=1. The catalyst class is: 103. (5) Reactant: Cl[CH2:2][C:3]1[O:4][C:5]([C:8]2([CH3:13])[O:12][CH2:11][CH2:10][O:9]2)=[CH:6][N:7]=1.[N+:14]([C:17]1[NH:21][N:20]=[CH:19][CH:18]=1)([O-:16])=[O:15].[Br-].C([O-])([O-])=O.[K+].[K+]. Product: [CH3:13][C:8]1([C:5]2[O:4][C:3]([CH2:2][N:20]3[CH:19]=[CH:18][C:17]([N+:14]([O-:16])=[O:15])=[N:21]3)=[N:7][CH:6]=2)[O:12][CH2:11][CH2:10][O:9]1. The catalyst class is: 21.